From a dataset of Reaction yield outcomes from USPTO patents with 853,638 reactions. Predict the reaction yield, written as a fraction of the theoretical maximum amount of product (1.0 means a 100% yield; for example, 0.34 means a 34% yield). (1) The reactants are [H-].[Na+].[CH3:3][C:4]1([CH3:11])[O:8][C@@H:7]([CH2:9][OH:10])[CH2:6][O:5]1.[CH3:12][O:13][C:14]1[CH:21]=[CH:20][C:17]([CH2:18]Cl)=[CH:16][CH:15]=1.[Cl-].[NH4+]. The catalyst is CN(C=O)C.O1CCCC1. The product is [CH3:12][O:13][C:14]1[CH:21]=[CH:20][C:17]([CH2:18][O:10][CH2:9][C@H:7]2[CH2:6][O:5][C:4]([CH3:11])([CH3:3])[O:8]2)=[CH:16][CH:15]=1. The yield is 0.890. (2) The reactants are Br[C:2]1[CH:16]=[CH:15][C:5]2[N:6]=[C:7]([NH:9][C:10]([NH:12][CH2:13][CH3:14])=[O:11])[S:8][C:4]=2[CH:3]=1.[NH2:17][C:18]1[CH:19]=[C:20](OB(O)O)[CH:21]=[CH:22][CH:23]=1.C(=O)(O)[O-].[Na+].B(O)(O)O. The catalyst is CO.C1C=CC([P]([Pd]([P](C2C=CC=CC=2)(C2C=CC=CC=2)C2C=CC=CC=2)([P](C2C=CC=CC=2)(C2C=CC=CC=2)C2C=CC=CC=2)[P](C2C=CC=CC=2)(C2C=CC=CC=2)C2C=CC=CC=2)(C2C=CC=CC=2)C2C=CC=CC=2)=CC=1.CN(C=O)C.O. The product is [NH2:17][C:18]1[CH:23]=[C:22]([C:2]2[CH:16]=[CH:15][C:5]3[N:6]=[C:7]([NH:9][C:10]([NH:12][CH2:13][CH3:14])=[O:11])[S:8][C:4]=3[CH:3]=2)[CH:21]=[CH:20][CH:19]=1. The yield is 0.230. (3) No catalyst specified. The product is [C:36]([C:5]1[C:6]([CH2:16][C:17]2[CH:22]=[CH:21][CH:20]=[CH:19][C:18]=2[S:23]([N:26]2[CH2:27][CH2:28][CH2:29][CH2:30]2)(=[O:24])=[O:25])=[C:7]([CH3:15])[N:8]([CH2:9][C:10]([O:12][CH2:13][CH3:14])=[O:11])[C:4]=1[CH:1]1[CH2:3][CH2:2]1)#[N:35]. The yield is 0.0500. The reactants are [CH:1]1([C:4]2[N:8]([CH2:9][C:10]([O:12][CH2:13][CH3:14])=[O:11])[C:7]([CH3:15])=[C:6]([CH2:16][C:17]3[CH:22]=[CH:21][CH:20]=[CH:19][C:18]=3[S:23]([N:26]3[CH2:30][CH2:29][CH2:28][CH2:27]3)(=[O:25])=[O:24])[CH:5]=2)[CH2:3][CH2:2]1.ClS([N:35]=[C:36]=O)(=O)=O.CN(C)C=O. (4) The reactants are [CH:1]([O:4][C:5]1[CH:6]=[C:7](/[CH:11]=[CH:12]/[CH2:13][C@H:14]([OH:16])[CH3:15])[CH:8]=[N:9][CH:10]=1)([CH3:3])[CH3:2].[C:17]1([CH3:27])[CH:22]=[CH:21][C:20]([S:23](Cl)(=[O:25])=[O:24])=[CH:19][CH:18]=1. The catalyst is N1C=CC=CC=1. The product is [C:17]1([CH3:27])[CH:22]=[CH:21][C:20]([S:23]([O:16][C@@H:14]([CH2:13]/[CH:12]=[CH:11]/[C:7]2[CH:8]=[N:9][CH:10]=[C:5]([O:4][CH:1]([CH3:3])[CH3:2])[CH:6]=2)[CH3:15])(=[O:25])=[O:24])=[CH:19][CH:18]=1. The yield is 0.815. (5) The reactants are [CH3:1][C:2]1[S:3][C:4]2[C:13]3[N:12]=[C:11]([NH:14][C:15]4[CH:20]=[CH:19][CH:18]=[CH:17][CH:16]=4)[N:10]=[CH:9][C:8]=3[CH2:7][CH2:6][C:5]=2[N:21]=1.C(C1C(=O)C(Cl)=C(Cl)C(=O)C=1C#N)#N. The catalyst is C1(C)C=CC=CC=1.CCOC(C)=O. The product is [CH3:1][C:2]1[S:3][C:4]2[C:13]3[N:12]=[C:11]([NH:14][C:15]4[CH:20]=[CH:19][CH:18]=[CH:17][CH:16]=4)[N:10]=[CH:9][C:8]=3[CH:7]=[CH:6][C:5]=2[N:21]=1. The yield is 0.430.